Dataset: NCI-60 drug combinations with 297,098 pairs across 59 cell lines. Task: Regression. Given two drug SMILES strings and cell line genomic features, predict the synergy score measuring deviation from expected non-interaction effect. Drug 1: C1CCN(CC1)CCOC2=CC=C(C=C2)C(=O)C3=C(SC4=C3C=CC(=C4)O)C5=CC=C(C=C5)O. Drug 2: CCN(CC)CCNC(=O)C1=C(NC(=C1C)C=C2C3=C(C=CC(=C3)F)NC2=O)C. Cell line: SK-MEL-5. Synergy scores: CSS=-13.0, Synergy_ZIP=10.0, Synergy_Bliss=6.90, Synergy_Loewe=-1.62, Synergy_HSA=-4.11.